From a dataset of CYP2C9 inhibition data for predicting drug metabolism from PubChem BioAssay. Regression/Classification. Given a drug SMILES string, predict its absorption, distribution, metabolism, or excretion properties. Task type varies by dataset: regression for continuous measurements (e.g., permeability, clearance, half-life) or binary classification for categorical outcomes (e.g., BBB penetration, CYP inhibition). Dataset: cyp2c9_veith. (1) The drug is COc1ccccc1OCc1ccc(C(=O)N(C)C)o1. The result is 0 (non-inhibitor). (2) The compound is CS(=O)(=O)N1CCC2(CCN(C(=O)Nc3cccc(F)c3)CC2)CC1. The result is 0 (non-inhibitor).